Dataset: Forward reaction prediction with 1.9M reactions from USPTO patents (1976-2016). Task: Predict the product of the given reaction. Given the reactants [S:1]([CH2:11][N+:12]#[C-:13])([C:4]1[CH:10]=[CH:9][C:7]([CH3:8])=[CH:6][CH:5]=1)(=[O:3])=[O:2].[CH:14]1[C:19]([CH:20]=[O:21])=[CH:18][C:17]2[O:22][CH2:23][O:24][C:16]=2[CH:15]=1.[C-]#N.[Na+], predict the reaction product. The product is: [O:24]1[C:16]2[CH:15]=[CH:14][C:19]([C@@H:20]3[O:21][CH:13]=[N:12][C@@H:11]3[S:1]([C:4]3[CH:10]=[CH:9][C:7]([CH3:8])=[CH:6][CH:5]=3)(=[O:3])=[O:2])=[CH:18][C:17]=2[O:22][CH2:23]1.